Dataset: Catalyst prediction with 721,799 reactions and 888 catalyst types from USPTO. Task: Predict which catalyst facilitates the given reaction. (1) Reactant: [CH:1]1([C@@H:4]([NH:6][C:7]([C:9]2[C:17]3[C:12](=[N:13][CH:14]=[C:15]([C:18]4[C:26]5[C:21](=[CH:22][C:23]([Cl:27])=[CH:24][CH:25]=5)[N:20]([CH3:28])[N:19]=4)[N:16]=3)[N:11](COCC[Si](C)(C)C)[CH:10]=2)=[O:8])[CH3:5])[CH2:3][CH2:2]1.FC(F)(F)C(O)=O. Product: [CH:1]1([C@@H:4]([NH:6][C:7]([C:9]2[C:17]3[C:12](=[N:13][CH:14]=[C:15]([C:18]4[C:26]5[C:21](=[CH:22][C:23]([Cl:27])=[CH:24][CH:25]=5)[N:20]([CH3:28])[N:19]=4)[N:16]=3)[NH:11][CH:10]=2)=[O:8])[CH3:5])[CH2:3][CH2:2]1. The catalyst class is: 4. (2) Reactant: [NH2:1][C:2]1[CH:7]=[CH:6][C:5]([C:8]2[O:12][C:11]([CH3:14])([CH3:13])[C:10](=[O:15])[C:9]=2[C:16]2[CH:21]=[CH:20][C:19]([O:22][CH2:23][C:24]3[CH:33]=[CH:32][C:31]4[C:26](=[CH:27][CH:28]=[CH:29][CH:30]=4)[N:25]=3)=[CH:18][CH:17]=2)=[CH:4][CH:3]=1.[CH3:34][C:35](OC(C)=O)=[O:36]. The catalyst class is: 34. Product: [CH3:14][C:11]1([CH3:13])[O:12][C:8]([C:5]2[CH:6]=[CH:7][C:2]([NH:1][C:35](=[O:36])[CH3:34])=[CH:3][CH:4]=2)=[C:9]([C:16]2[CH:21]=[CH:20][C:19]([O:22][CH2:23][C:24]3[CH:33]=[CH:32][C:31]4[C:26](=[CH:27][CH:28]=[CH:29][CH:30]=4)[N:25]=3)=[CH:18][CH:17]=2)[C:10]1=[O:15].